Dataset: Forward reaction prediction with 1.9M reactions from USPTO patents (1976-2016). Task: Predict the product of the given reaction. Given the reactants [CH:1]1([NH:7][C:8]([C:10]2[C:11]([OH:23])=[CH:12][C:13](=[O:22])[N:14]([C:16]3[CH:17]=[N:18][CH:19]=[CH:20][CH:21]=3)[CH:15]=2)=[O:9])[CH2:6][CH2:5][CH2:4][CH2:3][CH2:2]1.OC1C(C(OC)=O)=C[N:28](C2C=NC=CC=2)[C:27](=[O:41])C=1.C1(N)CCCCC1.[C:49]([O:52]CC)(=[O:51])[CH3:50], predict the reaction product. The product is: [CH:1]1([NH:7][C:8]([C:10]2[C:11]([OH:23])=[C:12]([C:27]([NH:28][CH2:50][C:49]([OH:52])=[O:51])=[O:41])[C:13](=[O:22])[N:14]([C:16]3[CH:17]=[N:18][CH:19]=[CH:20][CH:21]=3)[CH:15]=2)=[O:9])[CH2:6][CH2:5][CH2:4][CH2:3][CH2:2]1.